Dataset: TCR-epitope binding with 47,182 pairs between 192 epitopes and 23,139 TCRs. Task: Binary Classification. Given a T-cell receptor sequence (or CDR3 region) and an epitope sequence, predict whether binding occurs between them. The epitope is AYILFTRFFYV. The TCR CDR3 sequence is CASSLGTSGTDTQYF. Result: 0 (the TCR does not bind to the epitope).